Dataset: Peptide-MHC class I binding affinity with 185,985 pairs from IEDB/IMGT. Task: Regression. Given a peptide amino acid sequence and an MHC pseudo amino acid sequence, predict their binding affinity value. This is MHC class I binding data. (1) The peptide sequence is ELMESRMRI. The MHC is HLA-A02:03 with pseudo-sequence HLA-A02:03. The binding affinity (normalized) is 0.478. (2) The peptide sequence is GLIVLPFYK. The MHC is HLA-A02:03 with pseudo-sequence HLA-A02:03. The binding affinity (normalized) is 0.0847. (3) The peptide sequence is LTAAVLMLV. The MHC is HLA-A68:02 with pseudo-sequence HLA-A68:02. The binding affinity (normalized) is 0.775. (4) The peptide sequence is GDTLEGAGELI. The MHC is H-2-Kk with pseudo-sequence H-2-Kk. The binding affinity (normalized) is 0.716. (5) The peptide sequence is RPNRQLGSM. The MHC is HLA-A03:01 with pseudo-sequence HLA-A03:01. The binding affinity (normalized) is 0.0847. (6) The MHC is HLA-B15:09 with pseudo-sequence HLA-B15:09. The binding affinity (normalized) is 0.0847. The peptide sequence is APEEKYLSM.